Dataset: Forward reaction prediction with 1.9M reactions from USPTO patents (1976-2016). Task: Predict the product of the given reaction. (1) Given the reactants [CH3:1][CH:2]1[C:7]([CH3:19])([C:8]2[CH:13]=[CH:12][CH:11]=[C:10]([C:14]3[N:15]=[N:16][NH:17][CH:18]=3)[CH:9]=2)[CH2:6][CH2:5][NH:4][CH2:3]1.Br[CH2:21][CH2:22][O:23][C:24]1[CH:29]=[CH:28][CH:27]=[CH:26][CH:25]=1.C(=O)([O-])O.[Na+], predict the reaction product. The product is: [CH3:1][CH:2]1[C:7]([CH3:19])([C:8]2[CH:13]=[CH:12][CH:11]=[C:10]([C:14]3[N:15]=[N:16][NH:17][CH:18]=3)[CH:9]=2)[CH2:6][CH2:5][N:4]([CH2:21][CH2:22][O:23][C:24]2[CH:29]=[CH:28][CH:27]=[CH:26][CH:25]=2)[CH2:3]1. (2) Given the reactants [CH3:1][O:2][C:3]1[N:8]=[CH:7][C:6]([CH2:9][OH:10])=[CH:5][CH:4]=1.[H-].[Na+].[NH2:13][C:14]1[N:19]=[C:18](Cl)[CH:17]=[CH:16][N:15]=1, predict the reaction product. The product is: [CH3:1][O:2][C:3]1[N:8]=[CH:7][C:6]([CH2:9][O:10][C:16]2[CH:17]=[CH:18][N:19]=[C:14]([NH2:13])[N:15]=2)=[CH:5][CH:4]=1.